Dataset: Catalyst prediction with 721,799 reactions and 888 catalyst types from USPTO. Task: Predict which catalyst facilitates the given reaction. The catalyst class is: 1. Product: [C:1]([O:5][C:6]([N:8]1[CH2:9][CH2:10][CH:11]([C:14]2[S:15][C:16]([CH3:22])=[C:17]([CH:19]([O:21][C:30]3[CH:31]=[CH:32][C:27]([S:24]([CH3:23])(=[O:26])=[O:25])=[CH:28][CH:29]=3)[CH3:20])[N:18]=2)[CH2:12][CH2:13]1)=[O:7])([CH3:3])([CH3:4])[CH3:2]. Reactant: [C:1]([O:5][C:6]([N:8]1[CH2:13][CH2:12][CH:11]([C:14]2[S:15][C:16]([CH3:22])=[C:17]([CH:19]([OH:21])[CH3:20])[N:18]=2)[CH2:10][CH2:9]1)=[O:7])([CH3:4])([CH3:3])[CH3:2].[CH3:23][S:24]([C:27]1[CH:32]=[CH:31][C:30](O)=[CH:29][CH:28]=1)(=[O:26])=[O:25].C1C=CC(P(C2C=CC=CC=2)C2C=CC=CC=2)=CC=1.CCOC(/N=N/C(OCC)=O)=O.